From a dataset of Forward reaction prediction with 1.9M reactions from USPTO patents (1976-2016). Predict the product of the given reaction. (1) Given the reactants Cl[CH:2]([C:10]1[CH:15]=[CH:14][C:13]([Cl:16])=[CH:12][CH:11]=1)[C:3]1[CH:8]=[CH:7][C:6]([Cl:9])=[CH:5][CH:4]=1.[NH:17]1[CH2:22][CH2:21][NH:20][CH2:19][C:18]1=[O:23].C(N(CC)CC)C, predict the reaction product. The product is: [Cl:9][C:6]1[CH:7]=[CH:8][C:3]([CH:2]([C:10]2[CH:15]=[CH:14][C:13]([Cl:16])=[CH:12][CH:11]=2)[N:20]2[CH2:21][CH2:22][NH:17][C:18](=[O:23])[CH2:19]2)=[CH:4][CH:5]=1. (2) Given the reactants C[O:2][C:3]1[CH:8]=[CH:7][N:6]=[C:5]2[NH:9][C:10]3[C:15]([C:4]=12)=[CH:14][C:13]([O:16]C)=[N:12][CH:11]=3.C(OCC)C.[ClH:23], predict the reaction product. The product is: [ClH:23].[N:6]1[CH:7]=[CH:8][C:3]([OH:2])=[C:4]2[C:15]3[C:10]([NH:9][C:5]=12)=[CH:11][N:12]=[C:13]([OH:16])[CH:14]=3. (3) Given the reactants [CH2:1]([N:8]([CH2:21][C:22]1[CH:42]=[CH:41][C:25]([O:26][C:27]2[CH:40]=[CH:39][C:30]([O:31][CH2:32][CH2:33][CH2:34][CH2:35][C:36](O)=[O:37])=[CH:29][CH:28]=2)=[CH:24][CH:23]=1)[C:9]1[CH:14]=[CH:13][CH:12]=[C:11]([NH:15][S:16]([CH3:19])(=[O:18])=[O:17])[C:10]=1[CH3:20])[C:2]1[CH:7]=[CH:6][CH:5]=[CH:4][CH:3]=1.Cl.C[O:45][C:46](=[O:52])[C@H:47]([CH:49]([CH3:51])[CH3:50])[NH2:48], predict the reaction product. The product is: [CH2:1]([N:8]([CH2:21][C:22]1[CH:23]=[CH:24][C:25]([O:26][C:27]2[CH:28]=[CH:29][C:30]([O:31][CH2:32][CH2:33][CH2:34][CH2:35][C:36]([NH:48][C@H:47]([C:46]([OH:45])=[O:52])[CH:49]([CH3:51])[CH3:50])=[O:37])=[CH:39][CH:40]=2)=[CH:41][CH:42]=1)[C:9]1[CH:14]=[CH:13][CH:12]=[C:11]([NH:15][S:16]([CH3:19])(=[O:17])=[O:18])[C:10]=1[CH3:20])[C:2]1[CH:3]=[CH:4][CH:5]=[CH:6][CH:7]=1.